From a dataset of Reaction yield outcomes from USPTO patents with 853,638 reactions. Predict the reaction yield, written as a fraction of the theoretical maximum amount of product (1.0 means a 100% yield; for example, 0.34 means a 34% yield). The reactants are Cl[C:2]1[CH:7]=[C:6]([C@@H:8]2[CH2:12][CH2:11][CH2:10][N:9]2[C@@H:13]([C:15]2[CH:20]=[CH:19][C:18]([O:21][CH3:22])=[CH:17][CH:16]=2)[CH3:14])[C:5]([F:23])=[CH:4][N:3]=1.[F:24][C:25]1[CH:30]=[CH:29][C:28]([NH:31][CH3:32])=[CH:27][CH:26]=1.C1(P(C2CCCCC2)C2C=CC=CC=2C2C=CC=CC=2)CCCCC1.CC(C)([O-])C.[K+]. The catalyst is C1(C)C=CC=CC=1.C1C=CC(/C=C/C(/C=C/C2C=CC=CC=2)=O)=CC=1.C1C=CC(/C=C/C(/C=C/C2C=CC=CC=2)=O)=CC=1.C1C=CC(/C=C/C(/C=C/C2C=CC=CC=2)=O)=CC=1.[Pd].[Pd].CCOC(C)=O.O. The product is [F:23][C:5]1[C:6]([C@@H:8]2[CH2:12][CH2:11][CH2:10][N:9]2[C@@H:13]([C:15]2[CH:20]=[CH:19][C:18]([O:21][CH3:22])=[CH:17][CH:16]=2)[CH3:14])=[CH:7][C:2]([N:31]([C:28]2[CH:29]=[CH:30][C:25]([F:24])=[CH:26][CH:27]=2)[CH3:32])=[N:3][CH:4]=1. The yield is 0.950.